From a dataset of Full USPTO retrosynthesis dataset with 1.9M reactions from patents (1976-2016). Predict the reactants needed to synthesize the given product. (1) Given the product [C:3]([O:7][C:8]([N:10]1[CH2:15][CH2:14][CH:13]([CH:16]([OH:35])[CH2:17][C:18]2[C:23]([Cl:24])=[CH:22][N:21]=[C:20]([C:25]3[CH:30]=[CH:29][C:28]([S:31]([CH3:34])(=[O:33])=[O:32])=[CH:27][CH:26]=3)[N:19]=2)[CH2:12][CH2:11]1)=[O:9])([CH3:5])([CH3:6])[CH3:4], predict the reactants needed to synthesize it. The reactants are: [BH4-].[Na+].[C:3]([O:7][C:8]([N:10]1[CH2:15][CH2:14][CH:13]([C:16](=[O:35])[CH2:17][C:18]2[C:23]([Cl:24])=[CH:22][N:21]=[C:20]([C:25]3[CH:30]=[CH:29][C:28]([S:31]([CH3:34])(=[O:33])=[O:32])=[CH:27][CH:26]=3)[N:19]=2)[CH2:12][CH2:11]1)=[O:9])([CH3:6])([CH3:5])[CH3:4]. (2) Given the product [NH2:34][C:32](=[O:33])[C@@H:31]([NH:30][C:28](=[O:29])[CH:27]([N:56]([C:58]([O:60][C:61]([CH3:64])([CH3:63])[CH3:62])=[O:59])[CH3:57])[CH2:26][CH2:25][NH:24][C:23]([O:22][C:19]1[CH:20]=[CH:21][C:16]([CH2:15][C@@H:6]([C:5]([OH:66])=[O:4])[NH:7][C:8]([O:10][C:11]([CH3:13])([CH3:12])[CH3:14])=[O:9])=[CH:17][CH:18]=1)=[O:65])[CH2:35][S:36][C:37]([C:44]1[CH:49]=[CH:48][CH:47]=[CH:46][CH:45]=1)([C:38]1[CH:43]=[CH:42][CH:41]=[CH:40][CH:39]=1)[C:50]1[CH:55]=[CH:54][CH:53]=[CH:52][CH:51]=1, predict the reactants needed to synthesize it. The reactants are: C([O:4][C:5](=[O:66])[C@H:6]([CH2:15][C:16]1[CH:21]=[CH:20][C:19]([O:22][C:23](=[O:65])[NH:24][CH2:25][CH2:26][CH:27]([N:56]([C:58]([O:60][C:61]([CH3:64])([CH3:63])[CH3:62])=[O:59])[CH3:57])[C:28]([NH:30][C@@H:31]([CH2:35][S:36][C:37]([C:50]2[CH:55]=[CH:54][CH:53]=[CH:52][CH:51]=2)([C:44]2[CH:49]=[CH:48][CH:47]=[CH:46][CH:45]=2)[C:38]2[CH:43]=[CH:42][CH:41]=[CH:40][CH:39]=2)[C:32]([NH2:34])=[O:33])=[O:29])=[CH:18][CH:17]=1)[NH:7][C:8]([O:10][C:11]([CH3:14])([CH3:13])[CH3:12])=[O:9])C=C.C(N(CC)CC)C.C(O)=O. (3) Given the product [C:13]([C:17]1[CH:18]=[C:19]([NH:20][C:2]2[CH:7]=[CH:6][N:5]3[N:8]=[CH:9][C:10]([CH:11]=[O:12])=[C:4]3[N:3]=2)[CH:21]=[CH:22][CH:23]=1)([CH3:16])([CH3:14])[CH3:15], predict the reactants needed to synthesize it. The reactants are: Cl[C:2]1[CH:7]=[CH:6][N:5]2[N:8]=[CH:9][C:10]([CH:11]=[O:12])=[C:4]2[N:3]=1.[C:13]([C:17]1[CH:18]=[C:19]([CH:21]=[CH:22][CH:23]=1)[NH2:20])([CH3:16])([CH3:15])[CH3:14]. (4) Given the product [Cl:1][C:2]1[CH:3]=[C:4]([S:8]([NH:11][C:12]2[CH:17]=[C:16]([CH3:18])[N:15]=[C:14]3[S:19][C:20]([CH3:41])=[C:21]([C:22]4[CH:27]=[CH:26][CH:25]=[C:24]([N:28]5[CH2:33][CH2:32][NH:31][CH2:30][CH2:29]5)[CH:23]=4)[C:13]=23)(=[O:9])=[O:10])[CH:5]=[CH:6][CH:7]=1, predict the reactants needed to synthesize it. The reactants are: [Cl:1][C:2]1[CH:3]=[C:4]([S:8]([NH:11][C:12]2[CH:17]=[C:16]([CH3:18])[N:15]=[C:14]3[S:19][C:20]([CH3:41])=[C:21]([C:22]4[CH:23]=[C:24]([N:28]5[CH2:33][CH2:32][N:31](C(OC(C)(C)C)=O)[CH2:30][CH2:29]5)[CH:25]=[CH:26][CH:27]=4)[C:13]=23)(=[O:10])=[O:9])[CH:5]=[CH:6][CH:7]=1.Cl.O1CCOCC1.[OH-].[Na+]. (5) Given the product [CH2:1]([O:8][C:9]1[CH:14]=[CH:13][C:12]([CH2:15][O:16][Si:27]([C:23]([CH3:26])([CH3:25])[CH3:24])([CH3:29])[CH3:28])=[CH:11][C:10]=1[Br:17])[C:2]1[CH:7]=[CH:6][CH:5]=[CH:4][CH:3]=1, predict the reactants needed to synthesize it. The reactants are: [CH2:1]([O:8][C:9]1[CH:14]=[CH:13][C:12]([CH2:15][OH:16])=[CH:11][C:10]=1[Br:17])[C:2]1[CH:7]=[CH:6][CH:5]=[CH:4][CH:3]=1.N1C=CN=C1.[C:23]([Si:27](Cl)([CH3:29])[CH3:28])([CH3:26])([CH3:25])[CH3:24].O.